From a dataset of Full USPTO retrosynthesis dataset with 1.9M reactions from patents (1976-2016). Predict the reactants needed to synthesize the given product. (1) The reactants are: C1(C[N:8]2[CH2:13][CH2:12][C@@H:11]([CH2:14][OH:15])[C@H:10]([OH:16])[CH2:9]2)C=CC=CC=1. Given the product [OH:16][C@H:10]1[C@H:11]([CH2:14][OH:15])[CH2:12][CH2:13][NH:8][CH2:9]1, predict the reactants needed to synthesize it. (2) Given the product [CH2:1]([N:8]1[CH2:9][CH:10]([CH3:11])[C:26](=[O:22])[C:25]([CH3:19])([CH2:24][CH3:23])[CH2:13]1)[C:2]1[CH:7]=[CH:6][CH:5]=[CH:4][CH:3]=1, predict the reactants needed to synthesize it. The reactants are: [CH2:1]([N:8]1[CH2:13]C[C:11](=O)[CH:10](CC)[CH2:9]1)[C:2]1[CH:7]=[CH:6][CH:5]=[CH:4][CH:3]=1.[H-].[Na+].[CH3:19]I.O.[O:22]1[CH2:26][CH2:25][CH2:24][CH2:23]1.